This data is from Full USPTO retrosynthesis dataset with 1.9M reactions from patents (1976-2016). The task is: Predict the reactants needed to synthesize the given product. (1) Given the product [C:11](=[O:19])([O:12][C:13]1[CH:18]=[CH:17][CH:16]=[CH:15][N:14]=1)[O:10][C:4]1([CH3:3])[CH2:9][CH2:8][CH2:7][O:6][CH2:5]1.[C:11](=[O:26])([O-:12])[O:19][C:20]1[C:25]([C:4]2([CH3:3])[CH2:9][CH2:8][CH2:7][O:6][CH2:5]2)=[CH:24][CH:23]=[CH:22][N:21]=1, predict the reactants needed to synthesize it. The reactants are: [H-].[Na+].[CH3:3][C:4]1([OH:10])[CH2:9][CH2:8][CH2:7][O:6][CH2:5]1.[C:11](=[O:26])([O:19][C:20]1[CH:25]=[CH:24][CH:23]=[CH:22][N:21]=1)[O:12][C:13]1[CH:18]=[CH:17][CH:16]=[CH:15][N:14]=1. (2) Given the product [OH:29][CH2:28][C:24]1[N:23]=[C:22]([CH2:21][NH:20][C:18]([NH:17][CH2:16][C:14]2[CH:13]=[CH:12][CH:11]=[C:10]([CH2:9][OH:8])[N:15]=2)=[O:19])[CH:27]=[CH:26][CH:25]=1, predict the reactants needed to synthesize it. The reactants are: [Si]([O:8][CH2:9][C:10]1[N:15]=[C:14]([CH2:16][NH:17][C:18]([NH:20][CH2:21][C:22]2[CH:27]=[CH:26][CH:25]=[C:24]([CH2:28][O:29][Si](C(C)(C)C)(C)C)[N:23]=2)=[O:19])[CH:13]=[CH:12][CH:11]=1)(C(C)(C)C)(C)C. (3) Given the product [NH2:9][C:4]1[N:3]=[C:2]([Cl:1])[N:7]=[C:6]([N:17]2[CH2:16][CH2:15][C:14]3([CH2:10][N:11]([C:25]([O:27][CH2:28][C:29]4[CH:30]=[CH:31][CH:32]=[CH:33][CH:34]=4)=[O:26])[CH:12]([C:20]([O:22][CH2:23][CH3:24])=[O:21])[CH2:13]3)[CH2:19][CH2:18]2)[N:5]=1, predict the reactants needed to synthesize it. The reactants are: [Cl:1][C:2]1[N:7]=[C:6](Cl)[N:5]=[C:4]([NH2:9])[N:3]=1.[CH2:10]1[C:14]2([CH2:19][CH2:18][NH:17][CH2:16][CH2:15]2)[CH2:13][CH:12]([C:20]([O:22][CH2:23][CH3:24])=[O:21])[N:11]1[C:25]([O:27][CH2:28][C:29]1[CH:34]=[CH:33][CH:32]=[CH:31][CH:30]=1)=[O:26].CCN(CC)CC. (4) Given the product [Cl:7][C:8]1[CH:9]=[CH:10][C:11]([C:14]2[CH:15]=[CH:16][C:17]([O:18][CH2:19][C@H:20]3[CH2:25][CH2:24][O:23][CH2:22][C@@H:21]3[NH:26][S:2]([CH3:1])(=[O:4])=[O:3])=[CH:27][CH:28]=2)=[N:12][CH:13]=1, predict the reactants needed to synthesize it. The reactants are: [CH3:1][S:2](Cl)(=[O:4])=[O:3].Cl.[Cl:7][C:8]1[CH:9]=[CH:10][C:11]([C:14]2[CH:28]=[CH:27][C:17]([O:18][CH2:19][C@H:20]3[CH2:25][CH2:24][O:23][CH2:22][C@@H:21]3[NH2:26])=[CH:16][CH:15]=2)=[N:12][CH:13]=1.C(N(CC)CC)C. (5) Given the product [F:1][C:2]1[CH:11]=[C:10]2[C:5]([CH2:6][CH2:7][CH2:8][NH:9]2)=[CH:4][CH:3]=1, predict the reactants needed to synthesize it. The reactants are: [F:1][C:2]1[CH:11]=[C:10]2[C:5]([CH2:6][CH2:7][C:8](=O)[NH:9]2)=[CH:4][CH:3]=1.B.C1COCC1.CO.Cl. (6) Given the product [C:14]1([CH:20]([O:27][C:28]([C:30]2[N:31]3[CH:34]([CH2:35][CH2:36][C:37]=2[S:7][C:5]2[S:6][C:2]([NH2:1])=[N:3][N:4]=2)[C@@H:33]([NH:39][C:40](=[O:70])/[C:41](/[C:63]2[N:64]=[C:65]([NH2:69])[S:66][C:67]=2[Cl:68])=[N:42]\[O:43][C:44]([C:57]2[CH:58]=[CH:59][CH:60]=[CH:61][CH:62]=2)([C:51]2[CH:52]=[CH:53][CH:54]=[CH:55][CH:56]=2)[C:45]2[CH:50]=[CH:49][CH:48]=[CH:47][CH:46]=2)[C:32]3=[O:71])=[O:29])[C:21]2[CH:26]=[CH:25][CH:24]=[CH:23][CH:22]=2)[CH:19]=[CH:18][CH:17]=[CH:16][CH:15]=1, predict the reactants needed to synthesize it. The reactants are: [NH2:1][C:2]1[S:6][C:5]([SH:7])=[N:4][N:3]=1.C(=O)([O-])[O-].[K+].[K+].[C:14]1([CH:20]([O:27][C:28]([C:30]2[N:31]3[CH:34]([CH2:35][CH2:36][C:37]=2Cl)[C@@H:33]([NH:39][C:40](=[O:70])/[C:41](/[C:63]2[N:64]=[C:65]([NH2:69])[S:66][C:67]=2[Cl:68])=[N:42]\[O:43][C:44]([C:57]2[CH:62]=[CH:61][CH:60]=[CH:59][CH:58]=2)([C:51]2[CH:56]=[CH:55][CH:54]=[CH:53][CH:52]=2)[C:45]2[CH:50]=[CH:49][CH:48]=[CH:47][CH:46]=2)[C:32]3=[O:71])=[O:29])[C:21]2[CH:26]=[CH:25][CH:24]=[CH:23][CH:22]=2)[CH:19]=[CH:18][CH:17]=[CH:16][CH:15]=1.